From a dataset of M1 muscarinic receptor antagonist screen with 61,756 compounds. Binary Classification. Given a drug SMILES string, predict its activity (active/inactive) in a high-throughput screening assay against a specified biological target. The result is 0 (inactive). The compound is O=C(n1nc(c2C3C(C3Cc12)(C)C)C)c1c(cc(oc1C)=O)C.